This data is from Full USPTO retrosynthesis dataset with 1.9M reactions from patents (1976-2016). The task is: Predict the reactants needed to synthesize the given product. (1) Given the product [CH:8]([O:7][P:5]([C:11]1[CH:12]=[CH:13][C:14]([O:15][C:16]2[CH:17]=[C:18]([C:19](=[O:20])[NH:31][C:32]3[S:33][CH:34]=[CH:35][N:36]=3)[CH:22]=[C:23]([O:25][CH:26]([CH3:27])[CH3:28])[CH:24]=2)=[CH:29][CH:30]=1)(=[O:6])[O:4][CH:1]([CH3:2])[CH3:3])([CH3:10])[CH3:9], predict the reactants needed to synthesize it. The reactants are: [CH:1]([O:4][P:5]([C:11]1[CH:30]=[CH:29][C:14]([O:15][C:16]2[CH:17]=[C:18]([CH:22]=[C:23]([O:25][CH:26]([CH3:28])[CH3:27])[CH:24]=2)[C:19](O)=[O:20])=[CH:13][CH:12]=1)([O:7][CH:8]([CH3:10])[CH3:9])=[O:6])([CH3:3])[CH3:2].[NH2:31][C:32]1[S:33][CH:34]=[CH:35][N:36]=1.P(=O)(O)O. (2) Given the product [Cl:33][C:16]1[C:15]2[C:20](=[CH:21][C:12]([O:11][CH2:10][CH2:9][CH2:8][N:5]3[CH2:6][CH2:7][S:2](=[O:25])(=[O:1])[CH2:3][CH2:4]3)=[C:13]([O:23][CH3:24])[CH:14]=2)[N:19]=[CH:18][N:17]=1, predict the reactants needed to synthesize it. The reactants are: [O:1]=[S:2]1(=[O:25])[CH2:7][CH2:6][N:5]([CH2:8][CH2:9][CH2:10][O:11][C:12]2[CH:21]=[C:20]3[C:15]([C:16](=O)[NH:17][CH:18]=[N:19]3)=[CH:14][C:13]=2[O:23][CH3:24])[CH2:4][CH2:3]1.CN(C=O)C.S(Cl)([Cl:33])=O.